Dataset: Peptide-MHC class II binding affinity with 134,281 pairs from IEDB. Task: Regression. Given a peptide amino acid sequence and an MHC pseudo amino acid sequence, predict their binding affinity value. This is MHC class II binding data. (1) The peptide sequence is SDQGCSSALGSGPYG. The MHC is HLA-DQA10103-DQB10603 with pseudo-sequence HLA-DQA10103-DQB10603. The binding affinity (normalized) is 0.351. (2) The MHC is DRB1_1602 with pseudo-sequence DRB1_1602. The peptide sequence is TSSTPEAVSLLCSDK. The binding affinity (normalized) is 0.0666. (3) The peptide sequence is TMASYQAVSTAAVAA. The MHC is DRB1_1501 with pseudo-sequence DRB1_1501. The binding affinity (normalized) is 0.189.